Dataset: Clinical trial toxicity outcomes and FDA approval status for drugs. Task: Regression/Classification. Given a drug SMILES string, predict its toxicity properties. Task type varies by dataset: regression for continuous values (e.g., LD50, hERG inhibition percentage) or binary classification for toxic/non-toxic outcomes (e.g., AMES mutagenicity, cardiotoxicity, hepatotoxicity). Dataset: clintox. (1) The compound is CCCCC(=O)O[C@H]1CC[C@H]2[C@@H]3CCc4cc(O)ccc4[C@H]3CC[C@]12C. The result is 0 (passed clinical trial). (2) The compound is c1ccc(CC2=[NH+]CCN2)cc1. The result is 0 (passed clinical trial).